From a dataset of Full USPTO retrosynthesis dataset with 1.9M reactions from patents (1976-2016). Predict the reactants needed to synthesize the given product. (1) Given the product [Cl:1][C:2]1[CH:10]=[CH:9][CH:8]=[CH:7][C:3]=1[C:4]([N:35]([CH2:36][CH2:37][CH3:38])[CH2:34][C:13]([CH2:14][NH:15][C:16]1[CH:24]=[C:23]([CH3:25])[CH:22]=[C:21]2[C:17]=1[CH:18]=[N:19][N:20]2[C:26]1[CH:27]=[CH:28][C:29]([F:32])=[CH:30][CH:31]=1)([OH:33])[C:12]([F:11])([F:40])[F:39])=[O:6], predict the reactants needed to synthesize it. The reactants are: [Cl:1][C:2]1[CH:10]=[CH:9][CH:8]=[CH:7][C:3]=1[C:4]([OH:6])=O.[F:11][C:12]([F:40])([F:39])[C:13]([CH2:34][NH:35][CH2:36][CH2:37][CH3:38])([OH:33])[CH2:14][NH:15][C:16]1[CH:24]=[C:23]([CH3:25])[CH:22]=[C:21]2[C:17]=1[CH:18]=[N:19][N:20]2[C:26]1[CH:31]=[CH:30][C:29]([F:32])=[CH:28][CH:27]=1. (2) Given the product [CH3:22][O:21][C:19]1[CH:20]=[C:15]([C:7]2[CH:8]=[C:9]3[C:14](=[C:5]([C:3]([OH:4])=[O:2])[CH:6]=2)[O:13][CH2:12][CH:11]=[CH:10]3)[CH:16]=[C:17]([O:25][CH3:26])[C:18]=1[O:23][CH3:24], predict the reactants needed to synthesize it. The reactants are: C[O:2][C:3]([C:5]1[CH:6]=[C:7]([C:15]2[CH:20]=[C:19]([O:21][CH3:22])[C:18]([O:23][CH3:24])=[C:17]([O:25][CH3:26])[CH:16]=2)[CH:8]=[C:9]2[C:14]=1[O:13][CH2:12][CH:11]=[CH:10]2)=[O:4]. (3) The reactants are: [Br:1][C:2]1[C:3]([F:18])=[CH:4][C:5]([F:17])=[C:6](/[C:8](=[N:10]/[S:11]([C:13]([CH3:16])([CH3:15])[CH3:14])=[O:12])/[CH3:9])[CH:7]=1.Br[C:20]([F:27])([F:26])[C:21]([O:23][CH2:24][CH3:25])=[O:22]. Given the product [CH2:24]([O:23][C:21](=[O:22])[C:20]([F:27])([F:26])[C@@:8]([C:6]1[CH:7]=[C:2]([Br:1])[C:3]([F:18])=[CH:4][C:5]=1[F:17])([NH:10][S@@:11]([C:13]([CH3:16])([CH3:15])[CH3:14])=[O:12])[CH3:9])[CH3:25], predict the reactants needed to synthesize it. (4) The reactants are: [Cl:1][C:2]1[CH:7]=[CH:6][C:5]([S:8]([CH2:11][C:12]#[N:13])(=[O:10])=[O:9])=[CH:4][CH:3]=1.[C:14](=O)([O-])[O-].[K+].[K+].[CH3:20][O:21][C:22]1[CH:23]=[C:24]([N:30]=[C:31]=[S:32])[CH:25]=[C:26]([O:28][CH3:29])[CH:27]=1.CI. Given the product [Cl:1][C:2]1[CH:3]=[CH:4][C:5]([S:8]([C:11](=[C:31]([NH:30][C:24]2[CH:25]=[C:26]([O:28][CH3:29])[CH:27]=[C:22]([O:21][CH3:20])[CH:23]=2)[S:32][CH3:14])[C:12]#[N:13])(=[O:9])=[O:10])=[CH:6][CH:7]=1, predict the reactants needed to synthesize it. (5) Given the product [Br:1][CH2:2][C:3]1[C:4]([CH3:10])=[N:5][N:6]([CH3:9])[N:7]=1, predict the reactants needed to synthesize it. The reactants are: [Br:1][CH2:2][C:3]1[C:4]([CH3:10])=[N:5][N:6]([CH3:9])[N+:7]=1[O-].P(Cl)(Cl)Cl. (6) The reactants are: [OH:1][C:2]1[CH:11]=[C:10]2[C:5]([C:6]([C:13]3[CH:14]=[N:15][CH:16]=[CH:17][CH:18]=3)=[CH:7][C:8](=[O:12])[O:9]2)=[CH:4][CH:3]=1.C(N(CC)CC)C.[S:26](O[S:26]([C:29]([F:32])([F:31])[F:30])(=[O:28])=[O:27])([C:29]([F:32])([F:31])[F:30])(=[O:28])=[O:27].[Cl-].[NH4+]. Given the product [F:30][C:29]([F:32])([F:31])[S:26]([O:1][C:2]1[CH:11]=[C:10]2[C:5]([C:6]([C:13]3[CH:14]=[N:15][CH:16]=[CH:17][CH:18]=3)=[CH:7][C:8](=[O:12])[O:9]2)=[CH:4][CH:3]=1)(=[O:28])=[O:27], predict the reactants needed to synthesize it. (7) The reactants are: [Cl:1][C:2]1[C:3]2[CH:13]=[C:12]([OH:14])[C:11]([O:15][CH3:16])=[CH:10][C:4]=2[S:5][C:6]=1[C:7]([OH:9])=[O:8].[N+:17]([O-])([OH:19])=[O:18]. Given the product [Cl:1][C:2]1[C:3]2[C:13]([N+:17]([O-:19])=[O:18])=[C:12]([OH:14])[C:11]([O:15][CH3:16])=[CH:10][C:4]=2[S:5][C:6]=1[C:7]([OH:9])=[O:8], predict the reactants needed to synthesize it.